Dataset: Full USPTO retrosynthesis dataset with 1.9M reactions from patents (1976-2016). Task: Predict the reactants needed to synthesize the given product. (1) Given the product [S:16]([OH:19])([OH:18])(=[O:17])=[O:15].[CH2:1]([O:4][C:5]1[CH:10]=[CH:9][C:8]([NH2:11])=[CH:7][CH:6]=1)[C:2]#[CH:3], predict the reactants needed to synthesize it. The reactants are: [CH2:1]([O:4][C:5]1[CH:10]=[CH:9][C:8]([NH:11]C(=O)C)=[CH:7][CH:6]=1)[C:2]#[CH:3].[OH:15][S:16]([OH:19])(=[O:18])=[O:17]. (2) Given the product [C:17]([NH:1][C:2]1[N:6]([CH2:7][CH2:8][OH:9])[N:5]=[CH:4][CH:3]=1)([C:18]1[CH:23]=[CH:22][CH:21]=[CH:20][CH:19]=1)([C:30]1[CH:31]=[CH:32][CH:33]=[CH:34][CH:35]=1)[C:24]1[CH:25]=[CH:26][CH:27]=[CH:28][CH:29]=1, predict the reactants needed to synthesize it. The reactants are: [NH2:1][C:2]1[N:6]([CH2:7][CH2:8][OH:9])[N:5]=[CH:4][CH:3]=1.C(N(CC)CC)C.[C:17](Cl)([C:30]1[CH:35]=[CH:34][CH:33]=[CH:32][CH:31]=1)([C:24]1[CH:29]=[CH:28][CH:27]=[CH:26][CH:25]=1)[C:18]1[CH:23]=[CH:22][CH:21]=[CH:20][CH:19]=1.O. (3) Given the product [CH2:1]([O:5][C:6]1[CH:11]=[C:10]([CH2:12][Cl:25])[CH:9]=[CH:8][C:7]=1[C:14]1[CH:19]=[C:18]([O:20][CH3:21])[CH:17]=[CH:16][C:15]=1[F:22])[CH2:2][CH2:3][CH3:4], predict the reactants needed to synthesize it. The reactants are: [CH2:1]([O:5][C:6]1[CH:11]=[C:10]([CH2:12]O)[CH:9]=[CH:8][C:7]=1[C:14]1[CH:19]=[C:18]([O:20][CH3:21])[CH:17]=[CH:16][C:15]=1[F:22])[CH2:2][CH2:3][CH3:4].S(Cl)([Cl:25])=O. (4) Given the product [OH:26][CH2:27][C:28]([NH:31][S:32]([C:35]1[S:39][C:38]([C:2]#[C:1][C:3]2[CH:4]=[N:5][N:6]3[C:11]([C:12]([F:14])([F:13])[F:15])=[CH:10][C:9]([C:16]4[CH:21]=[CH:20][C:19]([C:22]([F:25])([F:24])[F:23])=[CH:18][CH:17]=4)=[N:8][C:7]=23)=[N:37][CH:36]=1)(=[O:34])=[O:33])([CH3:30])[CH3:29], predict the reactants needed to synthesize it. The reactants are: [C:1]([C:3]1[CH:4]=[N:5][N:6]2[C:11]([C:12]([F:15])([F:14])[F:13])=[CH:10][C:9]([C:16]3[CH:21]=[CH:20][C:19]([C:22]([F:25])([F:24])[F:23])=[CH:18][CH:17]=3)=[N:8][C:7]=12)#[CH:2].[OH:26][CH2:27][C:28]([NH:31][S:32]([C:35]1[S:39][C:38](Cl)=[N:37][CH:36]=1)(=[O:34])=[O:33])([CH3:30])[CH3:29].